Predict the product of the given reaction. From a dataset of Forward reaction prediction with 1.9M reactions from USPTO patents (1976-2016). (1) Given the reactants [OH:1][C:2]1[N:6]([C:7]2[CH:12]=[C:11]([C:13]#[N:14])[CH:10]=[CH:9][N:8]=2)[N:5]=[C:4]([CH3:15])[CH:3]=1.[C:16]([O-])([O-])=O.[K+].[K+].CI.O, predict the reaction product. The product is: [CH3:16][O:1][C:2]1[N:6]([C:7]2[CH:12]=[C:11]([C:13]#[N:14])[CH:10]=[CH:9][N:8]=2)[N:5]=[C:4]([CH3:15])[CH:3]=1. (2) Given the reactants CN(C)C([S:5][C:6]1[CH:11]=[CH:10][C:9]([CH2:12][C:13]([O:15]C)=[O:14])=[CH:8][CH:7]=1)=O.[OH-].[K+].Cl, predict the reaction product. The product is: [SH:5][C:6]1[CH:7]=[CH:8][C:9]([CH2:12][C:13]([OH:15])=[O:14])=[CH:10][CH:11]=1. (3) The product is: [N+:22]([C:25]1[CH:30]=[CH:29][C:28]([O:11][C:10](=[O:12])[C@H:9]([NH:8][C:6]([O:5][C:1]([CH3:4])([CH3:2])[CH3:3])=[O:7])[CH2:13][C:14]2[CH:19]=[C:18]([F:20])[CH:17]=[CH:16][C:15]=2[F:21])=[CH:27][CH:26]=1)([O-:24])=[O:23]. Given the reactants [C:1]([O:5][C:6]([NH:8][C@H:9]([CH2:13][C:14]1[CH:19]=[C:18]([F:20])[CH:17]=[CH:16][C:15]=1[F:21])[C:10]([OH:12])=[O:11])=[O:7])([CH3:4])([CH3:3])[CH3:2].[N+:22]([C:25]1[CH:30]=[CH:29][C:28](O)=[CH:27][CH:26]=1)([O-:24])=[O:23], predict the reaction product. (4) Given the reactants [Cl:1][C:2]1[CH:11]=[CH:10][CH:9]=[C:8]([CH:12]2[CH2:16][CH2:15][CH2:14][CH2:13]2)[C:3]=1[C:4]([O:6]C)=[O:5], predict the reaction product. The product is: [Cl:1][C:2]1[CH:11]=[CH:10][CH:9]=[C:8]([CH:12]2[CH2:13][CH2:14][CH2:15][CH2:16]2)[C:3]=1[C:4]([OH:6])=[O:5]. (5) Given the reactants Cl.C[O:3][C:4]1[CH:15]=[CH:14][C:13]2[CH2:12][CH:11]3[CH2:16][CH:7]([CH2:8][NH:9][CH2:10]3)[C:6]=2[CH:5]=1.Br.[OH-].[Na+], predict the reaction product. The product is: [CH:7]12[CH2:16][CH:11]([CH2:10][NH:9][CH2:8]1)[CH2:12][C:13]1[CH:14]=[CH:15][C:4]([OH:3])=[CH:5][C:6]2=1. (6) The product is: [CH2:10]([O:17][C:18]1[CH:19]=[C:20](/[CH:21]=[CH:9]/[N+:6]([O-:8])=[O:7])[CH:23]=[CH:24][C:25]=1[O:26][CH2:27][CH2:28][CH2:29][O:30][CH3:31])[C:11]1[CH:12]=[CH:13][CH:14]=[CH:15][CH:16]=1. Given the reactants C([O-])(=O)C.[NH4+].[N+:6]([CH3:9])([O-:8])=[O:7].[CH2:10]([O:17][C:18]1[CH:19]=[C:20]([CH:23]=[CH:24][C:25]=1[O:26][CH2:27][CH2:28][CH2:29][O:30][CH3:31])[CH:21]=O)[C:11]1[CH:16]=[CH:15][CH:14]=[CH:13][CH:12]=1, predict the reaction product. (7) Given the reactants Br[C:2]1[CH:14]=[C:13]2[C:5]([C:6]3[CH:7]=[CH:8][C:9]([C:28]([O:30][CH3:31])=[O:29])=[CH:10][C:11]=3[N:12]2[CH:15]([C:22]2[CH:27]=[CH:26][CH:25]=[CH:24][CH:23]=2)[CH:16]2[CH2:21][CH2:20][O:19][CH2:18][CH2:17]2)=[C:4]([C:32]#[N:33])[CH:3]=1.[CH3:34][C:35]1([CH3:51])[C:39]([CH3:41])([CH3:40])[O:38][B:37]([B:37]2[O:38][C:39]([CH3:41])([CH3:40])[C:35]([CH3:51])([CH3:34])[O:36]2)[O:36]1.C([O-])(=O)C.[K+].N#N, predict the reaction product. The product is: [C:32]([C:4]1[CH:3]=[C:2]([B:37]2[O:38][C:39]([CH3:41])([CH3:40])[C:35]([CH3:51])([CH3:34])[O:36]2)[CH:14]=[C:13]2[C:5]=1[C:6]1[CH:7]=[CH:8][C:9]([C:28]([O:30][CH3:31])=[O:29])=[CH:10][C:11]=1[N:12]2[CH:15]([C:22]1[CH:27]=[CH:26][CH:25]=[CH:24][CH:23]=1)[CH:16]1[CH2:17][CH2:18][O:19][CH2:20][CH2:21]1)#[N:33]. (8) Given the reactants I[C:2]1[CH:7]=[CH:6][CH:5]=[CH:4][C:3]=1[CH3:8].C(=O)([O-])[O-].[Cs+].[Cs+].[C:15]([NH:23][C:24]1[CH:36]=[C:35]([CH:37]=[CH2:38])[CH:34]=[CH:33][C:25]=1[C:26]([O:28]C(C)(C)C)=[O:27])(=[O:22])[C:16]1[CH:21]=[CH:20][CH:19]=[CH:18][CH:17]=1.C(O)(=O)CC(CC(O)=O)(C(O)=O)O, predict the reaction product. The product is: [C:15]([NH:23][C:24]1[CH:36]=[C:35](/[CH:37]=[CH:38]/[C:2]2[CH:7]=[CH:6][CH:5]=[CH:4][C:3]=2[CH3:8])[CH:34]=[CH:33][C:25]=1[C:26]([OH:28])=[O:27])(=[O:22])[C:16]1[CH:17]=[CH:18][CH:19]=[CH:20][CH:21]=1.